The task is: Predict the reactants needed to synthesize the given product.. This data is from Full USPTO retrosynthesis dataset with 1.9M reactions from patents (1976-2016). (1) The reactants are: [CH3:1][O-:2].[Na+].[F:4][C:5]1[CH:6]=[C:7]([CH:10]=[C:11](F)[CH:12]=1)[C:8]#[N:9]. Given the product [F:4][C:5]1[CH:6]=[C:7]([CH:10]=[C:11]([O:2][CH3:1])[CH:12]=1)[C:8]#[N:9], predict the reactants needed to synthesize it. (2) Given the product [Cl:28][C:29]1[CH:30]=[N:31][C:32]2[N:33]([N:35]=[C:36]([CH2:38][C:9]3[C:8](=[O:13])[O:7][C:6]([CH2:14][CH2:15][C:16]4[CH:21]=[CH:20][C:19]([C:22]5([C:25]#[N:26])[CH2:23][CH2:24]5)=[C:18]([F:27])[CH:17]=4)([CH:1]4[CH2:5][CH2:4][CH2:3][CH2:2]4)[CH2:11][C:10]=3[OH:12])[N:37]=2)[CH:34]=1, predict the reactants needed to synthesize it. The reactants are: [CH:1]1([C:6]2([CH2:14][CH2:15][C:16]3[CH:21]=[CH:20][C:19]([C:22]4([C:25]#[N:26])[CH2:24][CH2:23]4)=[C:18]([F:27])[CH:17]=3)[CH2:11][C:10](=[O:12])[CH2:9][C:8](=[O:13])[O:7]2)[CH2:5][CH2:4][CH2:3][CH2:2]1.[Cl:28][C:29]1[CH:30]=[N:31][C:32]2[N:33]([N:35]=[C:36]([CH:38]=O)[N:37]=2)[CH:34]=1. (3) Given the product [Cl:21][C:22]1[CH:27]=[CH:26][CH:25]=[C:24]([Cl:28])[C:23]=1[NH:29][C:30]([NH:1][C:2]1[S:3][C:4]([CH2:14][C:15]2[CH:16]=[CH:17][CH:18]=[CH:19][CH:20]=2)=[CH:5][C:6]=1[C:7]([O:9][C:10]([CH3:12])([CH3:13])[CH3:11])=[O:8])=[O:31], predict the reactants needed to synthesize it. The reactants are: [NH2:1][C:2]1[S:3][C:4]([CH2:14][C:15]2[CH:20]=[CH:19][CH:18]=[CH:17][CH:16]=2)=[CH:5][C:6]=1[C:7]([O:9][C:10]([CH3:13])([CH3:12])[CH3:11])=[O:8].[Cl:21][C:22]1[CH:27]=[CH:26][CH:25]=[C:24]([Cl:28])[C:23]=1[N:29]=[C:30]=[O:31].C(N(CC)CC)C.